This data is from Full USPTO retrosynthesis dataset with 1.9M reactions from patents (1976-2016). The task is: Predict the reactants needed to synthesize the given product. Given the product [Br-:10].[C:18]([CH2:17][O:16][C:15]1[CH:21]=[CH:22][C:12]([CH2:11][N:3]2[C:2]([Cl:1])=[C:6]([Cl:7])[N+:5]([CH2:24][C:25]3[CH:34]=[CH:33][C:32]4[C:27](=[CH:28][CH:29]=[CH:30][CH:31]=4)[CH:26]=3)=[CH:4]2)=[CH:13][CH:14]=1)([OH:20])=[O:19], predict the reactants needed to synthesize it. The reactants are: [Cl:1][C:2]1[N:3]=[CH:4][NH:5][C:6]=1[Cl:7].[OH-].[K+].[Br:10][CH2:11][C:12]1[CH:22]=[CH:21][C:15]([O:16][CH2:17][C:18]([OH:20])=[O:19])=[CH:14][CH:13]=1.Br[CH2:24][C:25]1[CH:34]=[CH:33][C:32]2[C:27](=[CH:28][CH:29]=[CH:30][CH:31]=2)[CH:26]=1.Br.